From a dataset of Forward reaction prediction with 1.9M reactions from USPTO patents (1976-2016). Predict the product of the given reaction. (1) Given the reactants [Cl:1][C:2]1[N:7]=[C:6](Cl)[CH:5]=[CH:4][N:3]=1.C([Sn](CCCC)(CCCC)[C:14]1[N:18]2[CH:19]=[CH:20][C:21]([C:23]([F:26])([F:25])[F:24])=[N:22][C:17]2=[N:16][CH:15]=1)CCC, predict the reaction product. The product is: [Cl:1][C:2]1[N:7]=[C:6]([C:14]2[N:18]3[CH:19]=[CH:20][C:21]([C:23]([F:24])([F:25])[F:26])=[N:22][C:17]3=[N:16][CH:15]=2)[CH:5]=[CH:4][N:3]=1. (2) The product is: [CH2:17]([CH:16]([C:15]1[C:10]2[N:11]([C:7]([C:5]3[S:6][C:2]([C:37]4([OH:40])[CH2:38][CH2:39][O:34][CH2:35][CH2:36]4)=[CH:3][C:4]=3[CH3:23])=[C:8]([CH3:22])[N:9]=2)[N:12]=[C:13]([CH3:21])[CH:14]=1)[CH2:19][CH3:20])[CH3:18]. Given the reactants Br[C:2]1[S:6][C:5]([C:7]2[N:11]3[N:12]=[C:13]([CH3:21])[CH:14]=[C:15]([CH:16]([CH2:19][CH3:20])[CH2:17][CH3:18])[C:10]3=[N:9][C:8]=2[CH3:22])=[C:4]([CH3:23])[CH:3]=1.C1COCC1.C([Li])CCC.[O:34]1[CH2:39][CH2:38][C:37](=[O:40])[CH2:36][CH2:35]1, predict the reaction product. (3) The product is: [CH3:26][C:27]1[N:49]=[C:30]2[N:31]=[C:32]([C:41]3[CH:42]=[CH:43][C:44]([CH2:11][N:8]4[CH2:7][CH2:6][CH:5]([C:3]5[N:25]=[C:24]([C:19]6[CH:20]=[CH:21][CH:22]=[CH:23][N:18]=6)[NH:2][N:1]=5)[CH2:10][CH2:9]4)=[CH:47][CH:48]=3)[C:33]([C:35]3[CH:40]=[CH:39][CH:38]=[CH:37][CH:36]=3)=[CH:34][N:29]2[N:28]=1. Given the reactants [NH:1]([C:3]([CH:5]1[CH2:10][CH2:9][N:8]([C:11](OC(C)(C)C)=O)[CH2:7][CH2:6]1)=O)[NH2:2].[N:18]1[CH:23]=[CH:22][CH:21]=[CH:20][C:19]=1[C:24]#[N:25].[CH3:26][C:27]1[N:49]=[C:30]2[N:31]=[C:32]([C:41]3[CH:48]=[CH:47][C:44](C=O)=[CH:43][CH:42]=3)[C:33]([C:35]3[CH:40]=[CH:39][CH:38]=[CH:37][CH:36]=3)=[CH:34][N:29]2[N:28]=1.[BH-](OC(C)=O)(OC(C)=O)OC(C)=O.[Na+], predict the reaction product. (4) Given the reactants [C:1]([C:3]1[C:7]([C:8]2[CH:13]=[CH:12][C:11]([C:14]#[N:15])=[CH:10][CH:9]=2)=[C:6]([CH3:16])[N:5]([CH2:17][C:18]2[CH:26]=[CH:25][C:21]([C:22](O)=[O:23])=[CH:20][CH:19]=2)[C:4]=1[CH3:27])#[N:2].[NH:28]1[CH2:32][CH2:31][CH2:30][CH2:29]1, predict the reaction product. The product is: [C:14]([C:11]1[CH:12]=[CH:13][C:8]([C:7]2[C:3]([C:1]#[N:2])=[C:4]([CH3:27])[N:5]([CH2:17][C:18]3[CH:19]=[CH:20][C:21]([C:22]([N:28]4[CH2:32][CH2:31][CH2:30][CH2:29]4)=[O:23])=[CH:25][CH:26]=3)[C:6]=2[CH3:16])=[CH:9][CH:10]=1)#[N:15]. (5) Given the reactants CN(C(ON1N=NC2C=CC=NC1=2)=[N+](C)C)C.F[P-](F)(F)(F)(F)F.[Cl:25][C:26]1[CH:31]=[CH:30][C:29]([N:32]2[CH2:37][CH2:36][NH:35][CH2:34][CH2:33]2)=[CH:28][C:27]=1[CH3:38].[Cl:39][C:40]1[C:41]([C:50]([F:53])([F:52])[F:51])=[N:42][N:43]([CH2:46][C:47](O)=[O:48])[C:44]=1[CH3:45], predict the reaction product. The product is: [Cl:25][C:26]1[CH:31]=[CH:30][C:29]([N:32]2[CH2:37][CH2:36][N:35]([C:47](=[O:48])[CH2:46][N:43]3[C:44]([CH3:45])=[C:40]([Cl:39])[C:41]([C:50]([F:53])([F:52])[F:51])=[N:42]3)[CH2:34][CH2:33]2)=[CH:28][C:27]=1[CH3:38]. (6) Given the reactants [F:1][C:2]([CH3:35])([CH3:34])[CH:3]([NH:8][C:9]([C:11]1[N:12]=[C:13]([C:28]2[CH:33]=[CH:32][CH:31]=[CH:30][CH:29]=2)[N:14]2[CH2:20][CH2:19][CH2:18][N:17](C(OC(C)(C)C)=O)[CH2:16][C:15]=12)=[O:10])[C:4]([NH:6][CH3:7])=[O:5].FC(F)(F)C(O)=O, predict the reaction product. The product is: [F:1][C:2]([CH3:35])([CH3:34])[CH:3]([NH:8][C:9]([C:11]1[N:12]=[C:13]([C:28]2[CH:33]=[CH:32][CH:31]=[CH:30][CH:29]=2)[N:14]2[CH2:20][CH2:19][CH2:18][NH:17][CH2:16][C:15]=12)=[O:10])[C:4]([NH:6][CH3:7])=[O:5]. (7) Given the reactants [F:1][C:2]([F:7])([F:6])[C:3]([OH:5])=[O:4].[O:8]=[C:9]1[NH:18][CH:17]=[CH:16][C:15]2[N:14]3[CH:19]=[C:20]([CH:22]4[CH2:27][CH2:26][N:25](C=O)[CH2:24][CH2:23]4)[N:21]=[C:13]3[C:12]3[CH:30]=[CH:31][N:32]=[CH:33][C:11]=3[C:10]1=2, predict the reaction product. The product is: [F:1][C:2]([F:7])([F:6])[C:3]([OH:5])=[O:4].[F:1][C:2]([F:7])([F:6])[C:3]([OH:5])=[O:4].[NH:25]1[CH2:26][CH2:27][CH:22]([C:20]2[N:21]=[C:13]3[C:12]4[CH:30]=[CH:31][N:32]=[CH:33][C:11]=4[C:10]4[C:9](=[O:8])[NH:18][CH:17]=[CH:16][C:15]=4[N:14]3[CH:19]=2)[CH2:23][CH2:24]1.